Dataset: Reaction yield outcomes from USPTO patents with 853,638 reactions. Task: Predict the reaction yield, written as a fraction of the theoretical maximum amount of product (1.0 means a 100% yield; for example, 0.34 means a 34% yield). (1) The reactants are [NH2:1][C:2]1[N:7]=[C:6]([OH:8])[C:5]([NH2:9])=[C:4]([NH2:10])[N:3]=1.[F:11][C:12]1[CH:19]=[CH:18][C:15]([CH:16]=O)=[CH:14][CH:13]=1. No catalyst specified. The product is [NH2:1][C:2]1[N:3]=[C:4]2[C:5]([N:9]=[C:16]([C:15]3[CH:18]=[CH:19][C:12]([F:11])=[CH:13][CH:14]=3)[NH:10]2)=[C:6]([OH:8])[N:7]=1. The yield is 0.600. (2) The reactants are [H-].[Al+3].[Li+].[H-].[H-].[H-].[CH2:7]([O:11][C:12]1[N:20]=[C:19]2[C:15]([N:16]=[CH:17][N:18]2[CH2:21][CH2:22][O:23][C:24]2[CH:29]=[CH:28][CH:27]=[CH:26][C:25]=2[C:30](OC)=[O:31])=[C:14]([NH2:34])[N:13]=1)[CH2:8][CH2:9][CH3:10].[OH-].[Na+]. The catalyst is C1COCC1. The product is [CH2:7]([O:11][C:12]1[N:20]=[C:19]2[C:15]([N:16]=[CH:17][N:18]2[CH2:21][CH2:22][O:23][C:24]2[CH:29]=[CH:28][CH:27]=[CH:26][C:25]=2[CH2:30][OH:31])=[C:14]([NH2:34])[N:13]=1)[CH2:8][CH2:9][CH3:10]. The yield is 0.990.